This data is from NCI-60 drug combinations with 297,098 pairs across 59 cell lines. The task is: Regression. Given two drug SMILES strings and cell line genomic features, predict the synergy score measuring deviation from expected non-interaction effect. Drug 1: CC1=C(C(=O)C2=C(C1=O)N3CC4C(C3(C2COC(=O)N)OC)N4)N. Drug 2: C1CN(P(=O)(OC1)NCCCl)CCCl. Cell line: HCT116. Synergy scores: CSS=43.9, Synergy_ZIP=2.81, Synergy_Bliss=1.70, Synergy_Loewe=-35.7, Synergy_HSA=2.48.